This data is from Forward reaction prediction with 1.9M reactions from USPTO patents (1976-2016). The task is: Predict the product of the given reaction. (1) Given the reactants [H-].[Na+].[F:3][C:4]([F:11])([F:10])[CH2:5][C:6]([CH3:9])([OH:8])[CH3:7].[C:12](=O)([O:20]C1C=CC=CN=1)[O:13][C:14]1[CH:19]=[CH:18][CH:17]=[CH:16][N:15]=1, predict the reaction product. The product is: [C:12](=[O:20])([O:8][C:6]([CH3:9])([CH2:5][C:4]([F:11])([F:10])[F:3])[CH3:7])[O:13][C:14]1[CH:19]=[CH:18][CH:17]=[CH:16][N:15]=1. (2) Given the reactants [CH3:1][O:2][CH2:3][CH2:4][OH:5].Cl[CH2:7][C:8]1[CH:9]=[C:10]2[C:47](=[CH:48][CH:49]=1)[C@:14]1([CH2:19][CH2:18][N:17]([S:20]([C:23]3[CH:28]=[CH:27][C:26]([CH3:29])=[CH:25][CH:24]=3)(=[O:22])=[O:21])[CH2:16][C@@H:15]1[O:30][CH2:31][C:32]1[CH:33]=[CH:34][C:35]3[O:40][CH2:39][CH2:38][N:37]([CH2:41][CH2:42][CH2:43][O:44][CH3:45])[C:36]=3[CH:46]=1)[O:13][CH2:12][CH2:11]2.[H-].[Na+], predict the reaction product. The product is: [CH3:1][O:2][CH2:3][CH2:4][O:5][CH2:7][C:8]1[CH:9]=[C:10]2[C:47](=[CH:48][CH:49]=1)[C@:14]1([CH2:19][CH2:18][N:17]([S:20]([C:23]3[CH:24]=[CH:25][C:26]([CH3:29])=[CH:27][CH:28]=3)(=[O:21])=[O:22])[CH2:16][C@@H:15]1[O:30][CH2:31][C:32]1[CH:33]=[CH:34][C:35]3[O:40][CH2:39][CH2:38][N:37]([CH2:41][CH2:42][CH2:43][O:44][CH3:45])[C:36]=3[CH:46]=1)[O:13][CH2:12][CH2:11]2. (3) Given the reactants [CH3:1][N:2]1[CH:6]=[C:5](B2OC(C)(C)C(C)(C)O2)[CH:4]=[N:3]1.Br[C:17]1[CH:18]=[N:19][C:20]2[C:25]([CH:26]=1)=[C:24]([F:27])[C:23]([CH:28]([CH3:33])[C:29]([O:31][CH3:32])=[O:30])=[C:22]([F:34])[CH:21]=2.C(=O)([O-])[O-].[Na+].[Na+].O, predict the reaction product. The product is: [F:27][C:24]1[C:23]([CH:28]([CH3:33])[C:29]([O:31][CH3:32])=[O:30])=[C:22]([F:34])[CH:21]=[C:20]2[C:25]=1[CH:26]=[C:17]([C:5]1[CH:4]=[N:3][N:2]([CH3:1])[CH:6]=1)[CH:18]=[N:19]2. (4) Given the reactants [CH3:1][C:2]([CH3:14])=[CH:3][CH2:4][CH2:5][N:6]1[CH:10]=[CH:9][N:8]=[C:7]1[N+:11]([O-:13])=[O:12].[ClH:15].[N:16]([O:18]CCC(C)C)=O, predict the reaction product. The product is: [Cl:15][C:2]([CH3:14])([CH3:1])[CH:3]([N:16]=[O:18])[CH2:4][CH2:5][N:6]1[CH:10]=[CH:9][N:8]=[C:7]1[N+:11]([O-:13])=[O:12]. (5) Given the reactants [NH2:1][C:2]1[CH:3]=[CH:4][C:5]([C:8]([O:10][CH3:11])=[O:9])=[N:6][CH:7]=1.II.[I:14]([O-])(=O)(=O)=O.[Na+].S([O-])([O-])=O.[Na+].[Na+], predict the reaction product. The product is: [NH2:1][C:2]1[CH:3]=[CH:4][C:5]([C:8]([O:10][CH3:11])=[O:9])=[N:6][C:7]=1[I:14]. (6) Given the reactants [Cl:1][C:2]1[CH:10]=[C:9]2[C:5]([C:6]([C:11]([N:13]3[CH2:18][CH2:17][C:16]4([C:22]5[CH:23]=[CH:24][C:25]([F:27])=[CH:26][C:21]=5[C:20](=[O:28])[O:19]4)[CH2:15][CH2:14]3)=[O:12])=[CH:7][NH:8]2)=[CH:4][CH:3]=1.C(OC([N:36]1[CH2:41][CH2:40][N:39]([C:42](=[O:45])[CH2:43]Cl)[CH2:38][CH2:37]1)=O)(C)(C)C, predict the reaction product. The product is: [Cl:1][C:2]1[CH:10]=[C:9]2[C:5]([C:6]([C:11]([N:13]3[CH2:18][CH2:17][C:16]4([C:22]5[CH:23]=[CH:24][C:25]([F:27])=[CH:26][C:21]=5[C:20](=[O:28])[O:19]4)[CH2:15][CH2:14]3)=[O:12])=[CH:7][N:8]2[CH2:43][C:42](=[O:45])[N:39]2[CH2:40][CH2:41][NH:36][CH2:37][CH2:38]2)=[CH:4][CH:3]=1.